This data is from Retrosynthesis with 50K atom-mapped reactions and 10 reaction types from USPTO. The task is: Predict the reactants needed to synthesize the given product. (1) The reactants are: CC(=O)Nc1csc(Br)n1. Given the product CC(=O)Nc1cscn1, predict the reactants needed to synthesize it. (2) Given the product O=C(NCCc1ccccn1)c1cc2nccc(Cl)c2s1, predict the reactants needed to synthesize it. The reactants are: NCCc1ccccn1.O=C([O-])c1cc2nccc(Cl)c2s1.